This data is from Forward reaction prediction with 1.9M reactions from USPTO patents (1976-2016). The task is: Predict the product of the given reaction. Given the reactants [CH3:1][O:2][C:3]1[CH:10]=[CH:9][CH:8]=[CH:7][C:4]=1[CH2:5]Cl.[Cl:11][C:12]1[CH:13]=[C:14]2[C:18](=[CH:19][CH:20]=1)[NH:17][C:16](=[O:21])[C:15]2=[O:22], predict the reaction product. The product is: [Cl:11][C:12]1[CH:13]=[C:14]2[C:18](=[CH:19][CH:20]=1)[NH:17][C:16](=[O:21])[C:15]2([OH:22])[CH2:5][C:4]1[CH:7]=[CH:8][CH:9]=[CH:10][C:3]=1[O:2][CH3:1].